From a dataset of NCI-60 drug combinations with 297,098 pairs across 59 cell lines. Regression. Given two drug SMILES strings and cell line genomic features, predict the synergy score measuring deviation from expected non-interaction effect. (1) Drug 1: C1=CC(=CC=C1CC(C(=O)O)N)N(CCCl)CCCl.Cl. Drug 2: C1=NC(=NC(=O)N1C2C(C(C(O2)CO)O)O)N. Cell line: MDA-MB-231. Synergy scores: CSS=11.0, Synergy_ZIP=-4.63, Synergy_Bliss=-1.31, Synergy_Loewe=-3.62, Synergy_HSA=-2.87. (2) Drug 1: C1C(C(OC1N2C=C(C(=O)NC2=O)F)CO)O. Drug 2: CCC1=C2CN3C(=CC4=C(C3=O)COC(=O)C4(CC)O)C2=NC5=C1C=C(C=C5)O. Cell line: KM12. Synergy scores: CSS=30.4, Synergy_ZIP=-5.82, Synergy_Bliss=-2.21, Synergy_Loewe=-1.52, Synergy_HSA=2.23. (3) Drug 1: COC1=NC(=NC2=C1N=CN2C3C(C(C(O3)CO)O)O)N. Drug 2: CC1=C2C(C(=O)C3(C(CC4C(C3C(C(C2(C)C)(CC1OC(=O)C(C(C5=CC=CC=C5)NC(=O)C6=CC=CC=C6)O)O)OC(=O)C7=CC=CC=C7)(CO4)OC(=O)C)O)C)OC(=O)C. Cell line: NCIH23. Synergy scores: CSS=37.2, Synergy_ZIP=-3.08, Synergy_Bliss=-7.22, Synergy_Loewe=-62.2, Synergy_HSA=-6.08.